This data is from Reaction yield outcomes from USPTO patents with 853,638 reactions. The task is: Predict the reaction yield, written as a fraction of the theoretical maximum amount of product (1.0 means a 100% yield; for example, 0.34 means a 34% yield). (1) The reactants are C([Li])CCC.CC1(C)CCCC(C)(C)N1.[Cl:16][C:17]1[CH:22]=[N:21][CH:20]=[C:19]([Cl:23])[N:18]=1.[Cl:24][C:25]1[CH:32]=[CH:31][CH:30]=[CH:29][C:26]=1[CH:27]=[O:28].Cl. The catalyst is O1CCCC1.C(=O)(O)[O-].[Na+].C(O)C. The product is [Cl:24][C:25]1[CH:32]=[CH:31][CH:30]=[CH:29][C:26]=1[CH:27]([C:20]1[C:19]([Cl:23])=[N:18][C:17]([Cl:16])=[CH:22][N:21]=1)[OH:28]. The yield is 0.800. (2) The reactants are [N+](C1C=CC(COC([N:12]2[CH2:16][CH2:15][C@@H:14]([NH:17][C:18]([C:20]3[N:21]=[C:22]([N:25]4[CH2:28][CH:27]([S:29][C:30]5[C@H:31]([CH3:54])[C@@H:32]6[C@@H:49]([C@H:50]([OH:52])[CH3:51])[C:48](=[O:53])[N:33]6[C:34]=5[C:35]([O:37]CC5C=CC([N+]([O-])=O)=CC=5)=[O:36])[CH2:26]4)[O:23][CH:24]=3)=[O:19])[CH2:13]2)=O)=CC=1)([O-])=O. The catalyst is O1CCCC1. The product is [NH:12]1[CH2:16][CH2:15][C@@H:14]([NH:17][C:18]([C:20]2[N:21]=[C:22]([N:25]3[CH2:28][CH:27]([S:29][C:30]4[C@H:31]([CH3:54])[C@@H:32]5[C@@H:49]([C@H:50]([OH:52])[CH3:51])[C:48](=[O:53])[N:33]5[C:34]=4[C:35]([OH:37])=[O:36])[CH2:26]3)[O:23][CH:24]=2)=[O:19])[CH2:13]1. The yield is 0.460. (3) The reactants are [NH2:1][C:2]1[CH:7]=[CH:6][C:5]([OH:8])=[CH:4][CH:3]=1.N1C=CC=CC=1.[Cl:15][C:16]1[CH:17]=[C:18]([CH:22]=[CH:23][C:24]=1[Cl:25])[C:19](Cl)=[O:20]. The catalyst is CN(C=O)C.C(OCC)(=O)C.Cl. The product is [Cl:15][C:16]1[CH:17]=[C:18]([CH:22]=[CH:23][C:24]=1[Cl:25])[C:19]([NH:1][C:2]1[CH:7]=[CH:6][C:5]([OH:8])=[CH:4][CH:3]=1)=[O:20]. The yield is 0.370.